This data is from Ames mutagenicity test results for genotoxicity prediction. The task is: Regression/Classification. Given a drug SMILES string, predict its toxicity properties. Task type varies by dataset: regression for continuous values (e.g., LD50, hERG inhibition percentage) or binary classification for toxic/non-toxic outcomes (e.g., AMES mutagenicity, cardiotoxicity, hepatotoxicity). Dataset: ames. (1) The drug is CN(C)c1ccc(Cc2ccc(N(C)C)cc2)cc1. The result is 1 (mutagenic). (2) The compound is c1ccc2c(c1)-c1ccc3ccccc3c1[C@H]1N[C@@H]21. The result is 1 (mutagenic). (3) The drug is CN1CCN=C(c2ccccc2)c2cc(Cl)ccc21. The result is 0 (non-mutagenic). (4) The drug is CN(C)c1nc2c3cccnc3ccc2n1C. The result is 1 (mutagenic).